Dataset: Forward reaction prediction with 1.9M reactions from USPTO patents (1976-2016). Task: Predict the product of the given reaction. (1) Given the reactants Br[C:2]1[CH:7]=[CH:6][C:5]([CH:8]([NH:15][C:16]2[CH:25]=[CH:24][C:19]([C:20]([O:22][CH3:23])=[O:21])=[CH:18][CH:17]=2)[CH2:9][CH2:10][C:11]([F:14])([F:13])[F:12])=[C:4]([CH3:26])[CH:3]=1.[CH:27]([C:30]1[CH:34]=[CH:33][NH:32][N:31]=1)([CH3:29])[CH3:28].CN[C@@H]1CCCC[C@H]1NC.C(=O)([O-])[O-].[K+].[K+], predict the reaction product. The product is: [F:12][C:11]([F:14])([F:13])[CH2:10][CH2:9][CH:8]([NH:15][C:16]1[CH:25]=[CH:24][C:19]([C:20]([O:22][CH3:23])=[O:21])=[CH:18][CH:17]=1)[C:5]1[CH:6]=[CH:7][C:2]([N:32]2[CH:33]=[CH:34][C:30]([CH:27]([CH3:29])[CH3:28])=[N:31]2)=[CH:3][C:4]=1[CH3:26]. (2) Given the reactants [N:1]1([CH2:6][CH2:7][N:8]2[CH:12]=[C:11]([CH2:13][CH2:14][C:15]([F:18])([F:17])[F:16])[N:10]=[C:9]2[CH:19]2[CH2:24][CH2:23][N:22](C(OC(C)(C)C)=O)[CH2:21][CH2:20]2)[CH2:5][CH2:4][CH2:3][CH2:2]1.[F:32][C:33]([F:38])([F:37])[C:34]([OH:36])=[O:35], predict the reaction product. The product is: [F:32][C:33]([F:38])([F:37])[C:34]([OH:36])=[O:35].[F:32][C:33]([F:38])([F:37])[C:34]([OH:36])=[O:35].[F:32][C:33]([F:38])([F:37])[C:34]([OH:36])=[O:35].[F:18][C:15]([F:16])([F:17])[CH2:14][CH2:13][C:11]1[N:10]=[C:9]([CH:19]2[CH2:20][CH2:21][NH:22][CH2:23][CH2:24]2)[N:8]([CH2:7][CH2:6][N:1]2[CH2:2][CH2:3][CH2:4][CH2:5]2)[CH:12]=1. (3) Given the reactants [H-].[Al+3].[Li+].[H-].[H-].[H-].[N:7]1([C:11](=O)[CH2:12][CH2:13][NH:14][C:15](=O)OC(C)(C)C)[CH2:10][CH2:9][CH2:8]1.O.[OH-].[Na+], predict the reaction product. The product is: [CH3:15][NH:14][CH2:13][CH2:12][CH2:11][N:7]1[CH2:10][CH2:9][CH2:8]1. (4) The product is: [C:38]([OH:46])(=[O:45])[CH:39]([CH2:41][C:42]([OH:44])=[O:43])[OH:40].[F:1][C:2]1[CH:3]=[CH:4][C:5]([NH:8][C:9]([C:11]2([C:14]([NH:16][C:17]3[CH:18]=[CH:19][C:20]([O:23][C:24]4[C:33]5[C:28](=[CH:29][C:30]([O:36][CH3:37])=[C:31]([O:34][CH3:35])[CH:32]=5)[N:27]=[CH:26][CH:25]=4)=[CH:21][CH:22]=3)=[O:15])[CH2:12][CH2:13]2)=[O:10])=[CH:6][CH:7]=1. Given the reactants [F:1][C:2]1[CH:7]=[CH:6][C:5]([NH:8][C:9]([C:11]2([C:14]([NH:16][C:17]3[CH:22]=[CH:21][C:20]([O:23][C:24]4[C:33]5[C:28](=[CH:29][C:30]([O:36][CH3:37])=[C:31]([O:34][CH3:35])[CH:32]=5)[N:27]=[CH:26][CH:25]=4)=[CH:19][CH:18]=3)=[O:15])[CH2:13][CH2:12]2)=[O:10])=[CH:4][CH:3]=1.[C:38]([OH:46])(=[O:45])[C@H:39]([CH2:41][C:42]([OH:44])=[O:43])[OH:40].C(C(C)=O)C, predict the reaction product. (5) Given the reactants [NH:1]1[CH:5]=[C:4]([CH2:6][C:7]([N:9]2[CH2:14][CH2:13][N:12](C(OCC3C=CC=CC=3)=O)[CH2:11][C@H:10]2[C:25](=[O:41])[NH:26][C:27]2[CH:32]=[CH:31][C:30]([O:33][C:34]3[CH:39]=[CH:38][C:37]([F:40])=[CH:36][CH:35]=3)=[CH:29][CH:28]=2)=[O:8])[N:3]=[CH:2]1, predict the reaction product. The product is: [NH:1]1[CH:5]=[C:4]([CH2:6][C:7]([N:9]2[CH2:14][CH2:13][NH:12][CH2:11][C@H:10]2[C:25]([NH:26][C:27]2[CH:28]=[CH:29][C:30]([O:33][C:34]3[CH:39]=[CH:38][C:37]([F:40])=[CH:36][CH:35]=3)=[CH:31][CH:32]=2)=[O:41])=[O:8])[N:3]=[CH:2]1. (6) Given the reactants [CH3:1][O:2][C:3]1[C:8]([N+:9]([O-])=O)=[C:7]([CH3:12])[CH:6]=[CH:5][N:4]=1.CO[C:15](OC)(N(C)C)[CH3:16], predict the reaction product. The product is: [CH3:15][C:16]1[NH:9][C:8]2[C:7]([CH:12]=1)=[CH:6][CH:5]=[N:4][C:3]=2[O:2][CH3:1]. (7) Given the reactants [F:1][C:2]1[CH:3]=[C:4]([CH:18]=[CH:19][C:20]=1[F:21])[O:5][C:6]1[CH:14]=[CH:13][CH:12]=[C:11]2[C:7]=1[CH:8]=[C:9]([C:15]([OH:17])=O)[NH:10]2.Cl.Cl.Cl.[N:25]1([CH2:32][CH2:33][N:34]2[CH2:39][CH2:38][CH:37]([NH2:40])[CH2:36][CH2:35]2)[CH2:31][CH2:30][CH2:29][CH2:28][CH2:27][CH2:26]1, predict the reaction product. The product is: [N:25]1([CH2:32][CH2:33][N:34]2[CH2:35][CH2:36][CH:37]([NH:40][C:15]([C:9]3[NH:10][C:11]4[C:7]([CH:8]=3)=[C:6]([O:5][C:4]3[CH:18]=[CH:19][C:20]([F:21])=[C:2]([F:1])[CH:3]=3)[CH:14]=[CH:13][CH:12]=4)=[O:17])[CH2:38][CH2:39]2)[CH2:31][CH2:30][CH2:29][CH2:28][CH2:27][CH2:26]1. (8) The product is: [F:35][C:30]1[CH:29]=[C:28]([CH:33]=[CH:32][C:31]=1[F:34])[CH2:27][NH:26][C:25]([C:10]1[C:9]2[C:13](=[CH:14][C:6]([C:4]([OH:5])=[O:3])=[CH:7][CH:8]=2)[N:12]([CH2:15][C:16]2[CH:21]=[CH:20][CH:19]=[CH:18][N:17]=2)[C:11]=1[CH:22]([CH3:24])[CH3:23])=[O:36]. Given the reactants C([O:3][C:4]([C:6]1[CH:14]=[C:13]2[C:9]([C:10]([C:25](=[O:36])[NH:26][CH2:27][C:28]3[CH:33]=[CH:32][C:31]([F:34])=[C:30]([F:35])[CH:29]=3)=[C:11]([CH:22]([CH3:24])[CH3:23])[N:12]2[CH2:15][C:16]2[CH:21]=[CH:20][CH:19]=[CH:18][N:17]=2)=[CH:8][CH:7]=1)=[O:5])C.[OH-].[Na+].O, predict the reaction product.